Dataset: NCI-60 drug combinations with 297,098 pairs across 59 cell lines. Task: Regression. Given two drug SMILES strings and cell line genomic features, predict the synergy score measuring deviation from expected non-interaction effect. (1) Drug 1: CN1C2=C(C=C(C=C2)N(CCCl)CCCl)N=C1CCCC(=O)O.Cl. Drug 2: CCCCCOC(=O)NC1=NC(=O)N(C=C1F)C2C(C(C(O2)C)O)O. Cell line: CCRF-CEM. Synergy scores: CSS=2.82, Synergy_ZIP=-1.09, Synergy_Bliss=-4.84, Synergy_Loewe=-2.42, Synergy_HSA=-2.20. (2) Drug 1: C1=CN(C=N1)CC(O)(P(=O)(O)O)P(=O)(O)O. Drug 2: CN1C2=C(C=C(C=C2)N(CCCl)CCCl)N=C1CCCC(=O)O.Cl. Cell line: NCI-H522. Synergy scores: CSS=2.01, Synergy_ZIP=-1.98, Synergy_Bliss=-1.38, Synergy_Loewe=0.853, Synergy_HSA=-0.245.